From a dataset of Peptide-MHC class I binding affinity with 185,985 pairs from IEDB/IMGT. Regression. Given a peptide amino acid sequence and an MHC pseudo amino acid sequence, predict their binding affinity value. This is MHC class I binding data. (1) The peptide sequence is MERYQLAVTI. The MHC is HLA-B40:01 with pseudo-sequence HLA-B40:01. The binding affinity (normalized) is 0.626. (2) The peptide sequence is QTMLLKDLM. The MHC is H-2-Db with pseudo-sequence H-2-Db. The binding affinity (normalized) is 0.586. (3) The peptide sequence is RSLIIVLLF. The MHC is HLA-B15:01 with pseudo-sequence HLA-B15:01. The binding affinity (normalized) is 0.513. (4) The MHC is HLA-A33:01 with pseudo-sequence HLA-A33:01. The peptide sequence is TLAILTALR. The binding affinity (normalized) is 0.378. (5) The peptide sequence is MLMTGTLAV. The MHC is HLA-A32:01 with pseudo-sequence HLA-A32:01. The binding affinity (normalized) is 0.425. (6) The peptide sequence is EPIVGAETF. The MHC is HLA-B07:02 with pseudo-sequence HLA-B07:02. The binding affinity (normalized) is 0.202. (7) The peptide sequence is TLLENLFFK. The MHC is HLA-A03:01 with pseudo-sequence HLA-A03:01. The binding affinity (normalized) is 0.538. (8) The peptide sequence is TPQPMELKY. The MHC is HLA-B53:01 with pseudo-sequence HLA-B53:01. The binding affinity (normalized) is 0.731. (9) The peptide sequence is KRWIIMGLNK. The MHC is HLA-B51:01 with pseudo-sequence HLA-B51:01. The binding affinity (normalized) is 0. (10) The peptide sequence is RQEPTAFEF. The MHC is Mamu-B52 with pseudo-sequence Mamu-B52. The binding affinity (normalized) is 0.533.